Dataset: Forward reaction prediction with 1.9M reactions from USPTO patents (1976-2016). Task: Predict the product of the given reaction. Given the reactants Br[C:2]1[CH:7]=[CH:6][CH:5]=[C:4]([CH:8]([F:10])[F:9])[C:3]=1[F:11].[B:12]1([B:12]2[O:16][C:15]([CH3:18])([CH3:17])[C:14]([CH3:20])([CH3:19])[O:13]2)[O:16][C:15]([CH3:18])([CH3:17])[C:14]([CH3:20])([CH3:19])[O:13]1.C([O-])(=O)C.[K+], predict the reaction product. The product is: [F:9][CH:8]([F:10])[C:4]1[C:3]([F:11])=[C:2]([B:12]2[O:16][C:15]([CH3:18])([CH3:17])[C:14]([CH3:20])([CH3:19])[O:13]2)[CH:7]=[CH:6][CH:5]=1.